Dataset: Reaction yield outcomes from USPTO patents with 853,638 reactions. Task: Predict the reaction yield, written as a fraction of the theoretical maximum amount of product (1.0 means a 100% yield; for example, 0.34 means a 34% yield). (1) The yield is 0.970. The reactants are [Cl:1][C:2]1[CH:7]=[CH:6][CH:5]=[CH:4][C:3]=1[N:8]1[C:12](=[O:13])[NH:11][N:10]=[C:9]1[C:14]1[S:31][C:17]2[C:18]3[CH:26]=[CH:25][C:24]([C:27]([O:29]C)=[O:28])=[CH:23][C:19]=3[O:20][CH2:21][CH2:22][C:16]=2[CH:15]=1.O.[Li+].[OH-]. The product is [Cl:1][C:2]1[CH:7]=[CH:6][CH:5]=[CH:4][C:3]=1[N:8]1[C:12](=[O:13])[NH:11][N:10]=[C:9]1[C:14]1[S:31][C:17]2[C:18]3[CH:26]=[CH:25][C:24]([C:27]([OH:29])=[O:28])=[CH:23][C:19]=3[O:20][CH2:21][CH2:22][C:16]=2[CH:15]=1. The catalyst is C1COCC1. (2) The reactants are [F:1][C:2]1[CH:38]=[C:37]([F:39])[CH:36]=[CH:35][C:3]=1[CH2:4][N:5]([CH2:26][C:27]1[CH:32]=[CH:31][C:30]([CH2:33][CH3:34])=[CH:29][CH:28]=1)[C:6](=[O:25])[CH2:7][O:8][C:9]1[CH:14]=[CH:13][C:12]([CH2:15][C@H:16]([O:22][CH2:23][CH3:24])[C:17]([O:19]CC)=[O:18])=[CH:11][CH:10]=1.[Li+].[OH-].Cl. The catalyst is C(#N)C. The product is [F:1][C:2]1[CH:38]=[C:37]([F:39])[CH:36]=[CH:35][C:3]=1[CH2:4][N:5]([CH2:26][C:27]1[CH:28]=[CH:29][C:30]([CH2:33][CH3:34])=[CH:31][CH:32]=1)[C:6](=[O:25])[CH2:7][O:8][C:9]1[CH:14]=[CH:13][C:12]([CH2:15][C@H:16]([O:22][CH2:23][CH3:24])[C:17]([OH:19])=[O:18])=[CH:11][CH:10]=1. The yield is 0.940.